This data is from Reaction yield outcomes from USPTO patents with 853,638 reactions. The task is: Predict the reaction yield, written as a fraction of the theoretical maximum amount of product (1.0 means a 100% yield; for example, 0.34 means a 34% yield). (1) The reactants are [CH3:1][C:2]([CH3:14])([O:5][C:6]1[CH:11]=[CH:10][C:9]([O:12][CH3:13])=[CH:8][CH:7]=1)[CH:3]=[CH2:4]. The catalyst is ClC1C=CC=CC=1Cl. The product is [CH3:13][O:12][C:9]1[CH:10]=[CH:11][C:6]2[O:5][C:2]([CH3:14])([CH3:1])[CH:3]=[CH:4][C:7]=2[CH:8]=1. The yield is 0.610. (2) The reactants are O1CCCCC1[N:7]1[C:15]2[C:10](=[CH:11][C:12]([C:16]3[N:20]=[CH:19][N:18](C(C4C=CC=CC=4)(C4C=CC=CC=4)C4C=CC=CC=4)[N:17]=3)=[CH:13][CH:14]=2)[C:9]([C:40]2[CH:41]=[C:42]([CH:47]=[CH:48][CH:49]=2)[C:43](OC)=[O:44])=[N:8]1.O.[OH-].[Li+].[C:53]([NH2:62])([C:56]1[CH:61]=[CH:60][CH:59]=[CH:58][CH:57]=1)([CH3:55])[CH3:54].O.ON1C2C=CC=CC=2N=N1.Cl.CN(C)CCCN=C=NCC. The catalyst is O1CCCC1.O1CCCC1.O. The product is [NH:17]1[C:16]([C:12]2[CH:11]=[C:10]3[C:15](=[CH:14][CH:13]=2)[NH:7][N:8]=[C:9]3[C:40]2[CH:41]=[C:42]([C:43]([NH:62][C:53]([CH3:55])([C:56]3[CH:61]=[CH:60][CH:59]=[CH:58][CH:57]=3)[CH3:54])=[O:44])[CH:47]=[CH:48][CH:49]=2)=[N:20][CH:19]=[N:18]1. The yield is 0.810. (3) The catalyst is C1COCC1. The reactants are [F:1][C:2]1[CH:7]=[CH:6][C:5]([N:8]2[C:16]3[C:11](=[CH:12][C:13]([O:17][C@H:18]([C:22]4[CH:27]=[CH:26][C:25]([S:28][CH3:29])=[C:24]([O:30][CH3:31])[CH:23]=4)[C@@H:19]([NH2:21])[CH3:20])=[CH:14][CH:15]=3)[CH:10]=[N:9]2)=[CH:4][CH:3]=1.C(N(C(C)C)C(C)C)C.[F:41][C:42]([F:53])([F:52])[C:43](O[C:43](=[O:44])[C:42]([F:53])([F:52])[F:41])=[O:44]. The product is [F:41][C:42]([F:53])([F:52])[C:43]([NH:21][C@@H:19]([CH3:20])[C@H:18]([O:17][C:13]1[CH:12]=[C:11]2[C:16](=[CH:15][CH:14]=1)[N:8]([C:5]1[CH:6]=[CH:7][C:2]([F:1])=[CH:3][CH:4]=1)[N:9]=[CH:10]2)[C:22]1[CH:27]=[CH:26][C:25]([S:28][CH3:29])=[C:24]([O:30][CH3:31])[CH:23]=1)=[O:44]. The yield is 0.150. (4) The reactants are C(Cl)(=O)C(Cl)=O.CS(C)=O.[F:11][C:12]([F:49])([F:48])[C:13]1[CH:14]=[C:15]([C:23]([CH3:47])([CH3:46])[C:24]([N:26]([C:28]2[CH:29]=[N:30][C:31]([NH:41][CH2:42][CH:43]([OH:45])[CH3:44])=[CH:32][C:33]=2[C:34]2[CH:39]=[CH:38][CH:37]=[CH:36][C:35]=2[Cl:40])[CH3:27])=[O:25])[CH:16]=[C:17]([C:19]([F:22])([F:21])[F:20])[CH:18]=1.C(N(C(C)C)C(C)C)C. The catalyst is ClCCl. The product is [F:49][C:12]([F:11])([F:48])[C:13]1[CH:14]=[C:15]([C:23]([CH3:46])([CH3:47])[C:24]([N:26]([C:28]2[CH:29]=[N:30][C:31]([NH:41][CH2:42][C:43](=[O:45])[CH3:44])=[CH:32][C:33]=2[C:34]2[CH:39]=[CH:38][CH:37]=[CH:36][C:35]=2[Cl:40])[CH3:27])=[O:25])[CH:16]=[C:17]([C:19]([F:22])([F:21])[F:20])[CH:18]=1. The yield is 0.850.